Task: Predict the product of the given reaction.. Dataset: Forward reaction prediction with 1.9M reactions from USPTO patents (1976-2016) (1) Given the reactants [Cl:1][C:2]1[CH:3]=[N+:4]([O-])[C:5]([C:12]2[CH:17]=[CH:16][CH:15]=[C:14]([F:18])[CH:13]=2)=[C:6]([CH:11]=1)[C:7]([O:9][CH3:10])=[O:8].P(Cl)(Cl)([Cl:22])=O, predict the reaction product. The product is: [Cl:1][C:2]1[C:3]([Cl:22])=[N:4][C:5]([C:12]2[CH:17]=[CH:16][CH:15]=[C:14]([F:18])[CH:13]=2)=[C:6]([CH:11]=1)[C:7]([O:9][CH3:10])=[O:8]. (2) Given the reactants [N:1]1([CH2:6][CH2:7][OH:8])[CH:5]=[CH:4][CH:3]=[N:2]1.CC(C)([O-])C.[K+].F[C:16]1[CH:21]=[CH:20][C:19]([N+:22]([O-:24])=[O:23])=[CH:18][CH:17]=1.C(OCC)(=O)C, predict the reaction product. The product is: [N+:22]([C:19]1[CH:20]=[CH:21][C:16]([O:8][CH2:7][CH2:6][N:1]2[CH:5]=[CH:4][CH:3]=[N:2]2)=[CH:17][CH:18]=1)([O-:24])=[O:23]. (3) Given the reactants C(OC([N:8]([C:19]1[CH:20]=[C:21]([CH:25]([O:29][P:30]([CH:33]([NH:37][C:38]([O:40][CH2:41][C:42]2[CH:47]=[CH:46][CH:45]=[CH:44][CH:43]=2)=[O:39])[CH:34]([CH3:36])[CH3:35])([OH:32])=[O:31])[C:26]([OH:28])=[O:27])[CH:22]=[CH:23][CH:24]=1)[C:9]([NH2:18])=[N:10]C(OC(C)(C)C)=O)=O)(C)(C)C.C(O)(C(F)(F)F)=O, predict the reaction product. The product is: [NH:8]([C:19]1[CH:20]=[C:21]([CH:25]([O:29][P:30]([CH:33]([NH:37][C:38]([O:40][CH2:41][C:42]2[CH:43]=[CH:44][CH:45]=[CH:46][CH:47]=2)=[O:39])[CH:34]([CH3:35])[CH3:36])([OH:32])=[O:31])[C:26]([OH:28])=[O:27])[CH:22]=[CH:23][CH:24]=1)[C:9]([NH2:18])=[NH:10]. (4) Given the reactants [Cl:1][C:2]1[CH:7]=[C:6]([Cl:8])[CH:5]=[CH:4][C:3]=1[C:9]1[C:28](=[O:29])[N:27]([CH3:30])[C:12]2[N:13]([CH3:26])[C:14]3[C:19]([C:11]=2[CH:10]=1)=[CH:18][C:17]([C:20]1[C:24]([CH3:25])=[CH:23][NH:22][N:21]=1)=[CH:16][CH:15]=3.[CH3:31][O:32][CH2:33][C:34](Cl)=[O:35], predict the reaction product. The product is: [Cl:1][C:2]1[CH:7]=[C:6]([Cl:8])[CH:5]=[CH:4][C:3]=1[C:9]1[C:28](=[O:29])[N:27]([CH3:30])[C:12]2[N:13]([CH3:26])[C:14]3[C:19]([C:11]=2[CH:10]=1)=[CH:18][C:17]([C:20]1[C:24]([CH3:25])=[CH:23][N:22]([C:34](=[O:35])[CH2:33][O:32][CH3:31])[N:21]=1)=[CH:16][CH:15]=3. (5) The product is: [N:40]1([CH2:47][CH2:48][O:39][C:38]2[CH:37]=[CH:36][C:4]([CH2:5][N:7]([CH:33]([CH3:35])[CH3:34])[C:8]3[CH:13]=[C:12]([O:14][CH3:15])[CH:11]=[CH:10][C:9]=3[CH:16]3[CH2:17][CH2:18][C:23]4[CH:22]=[C:21]([OH:26])[CH:20]=[CH:19][C:24]=4[CH2:25]3)=[CH:3][C:2]=2[F:1])[CH2:46][CH2:45][CH2:44][CH2:43][CH2:42][CH2:41]1. Given the reactants [F:1][C:2]1[CH:3]=[C:4]([CH:36]=[CH:37][C:38]=1[OH:39])[C:5]([N:7]([CH:33]([CH3:35])[CH3:34])[C:8]1[CH:13]=[C:12]([O:14][CH3:15])[CH:11]=[CH:10][C:9]=1[CH:16]1[CH2:25][CH2:24][C:23]2[CH:22]=[C:21]([O:26]C(=O)C(C)(C)C)[CH:20]=[CH:19][C:18]=2[CH2:17]1)=O.[N:40]1([C:47](=O)[CH2:48]Cl)[CH2:46][CH2:45][CH2:44][CH2:43][CH2:42][CH2:41]1, predict the reaction product. (6) Given the reactants [F:1][C:2]1[CH:7]=[C:6]([F:8])[CH:5]=[C:4]([F:9])[C:3]=1[NH2:10].Cl.S(=O)(=O)(O)O.CC(OC=C)=O.C=CCl.[C:26](#[N:28])[CH3:27], predict the reaction product. The product is: [F:1][C:2]1[CH:7]=[C:6]([F:8])[CH:5]=[C:4]([F:9])[C:3]=1[NH:10][C:26](=[NH:28])[CH3:27]. (7) Given the reactants [C:1]([C:5]1[CH:6]=[C:7]([NH2:17])[N:8]([C:10]2[CH:15]=[CH:14][C:13](F)=[CH:12][CH:11]=2)[N:9]=1)([CH3:4])([CH3:3])[CH3:2].[C:18](C1C=CC(NN)=CC=1)#[N:19], predict the reaction product. The product is: [NH2:17][C:7]1[N:8]([C:10]2[CH:15]=[CH:14][C:13]([C:18]#[N:19])=[CH:12][CH:11]=2)[N:9]=[C:5]([C:1]([CH3:4])([CH3:3])[CH3:2])[CH:6]=1. (8) Given the reactants [OH:1][C:2]1(/[CH:17]=[CH:18]/[C:19](/[C:26]([F:29])([F:28])[F:27])=[CH:20]\[C:21]([O:23][CH2:24][CH3:25])=[O:22])[C:13]([CH3:15])([CH3:14])[CH2:12][C:5]2(OC(C)C(C)[O:6]2)[CH:4]=[C:3]1[CH3:16].Cl.O, predict the reaction product. The product is: [OH:1][C:2]1(/[CH:17]=[CH:18]/[C:19](/[C:26]([F:27])([F:28])[F:29])=[CH:20]\[C:21]([O:23][CH2:24][CH3:25])=[O:22])[C:13]([CH3:14])([CH3:15])[CH2:12][C:5](=[O:6])[CH:4]=[C:3]1[CH3:16].